This data is from Full USPTO retrosynthesis dataset with 1.9M reactions from patents (1976-2016). The task is: Predict the reactants needed to synthesize the given product. (1) Given the product [CH2:9]([C:8]([C:5]1[CH:6]=[CH:7][C:2](/[CH:57]=[CH:58]/[C:59](=[O:62])[CH2:60][CH3:61])=[C:3]([CH3:20])[CH:4]=1)([C:13]1[CH:18]=[CH:17][C:16]([OH:19])=[CH:15][CH:14]=1)[CH2:11][CH3:12])[CH3:10], predict the reactants needed to synthesize it. The reactants are: Br[C:2]1[CH:7]=[CH:6][C:5]([C:8]([C:13]2[CH:18]=[CH:17][C:16]([OH:19])=[CH:15][CH:14]=2)([CH2:11][CH3:12])[CH2:9][CH3:10])=[CH:4][C:3]=1[CH3:20].C([O-])(O)=O.[Na+].[Li+].[Br-].C1C=CC(P(C2C=CC=CC=2)CCCP(C2C=CC=CC=2)C2C=CC=CC=2)=CC=1.[CH2:57]=[CH:58][C:59](=[O:62])[CH2:60][CH3:61]. (2) Given the product [C:34]([O:38][C:39](=[O:44])[NH:40][CH2:41][CH2:42][NH:43][C:3]1[N:12]=[C:11]([N:13]([C:15]2[CH:20]=[CH:19][C:18]([O:21][CH3:22])=[C:17]([O:23][CH3:24])[CH:16]=2)[CH3:14])[C:10]2[C:5](=[CH:6][CH:7]=[CH:8][CH:9]=2)[N:4]=1)([CH3:37])([CH3:35])[CH3:36], predict the reactants needed to synthesize it. The reactants are: Cl.Cl[C:3]1[N:12]=[C:11]([N:13]([C:15]2[CH:20]=[CH:19][C:18]([O:21][CH3:22])=[C:17]([O:23][CH3:24])[CH:16]=2)[CH3:14])[C:10]2[C:5](=[CH:6][CH:7]=[CH:8][CH:9]=2)[N:4]=1.C(N(C(C)C)C(C)C)C.[C:34]([O:38][C:39](=[O:44])[NH:40][CH2:41][CH2:42][NH2:43])([CH3:37])([CH3:36])[CH3:35]. (3) The reactants are: [CH3:1][C:2](=[CH2:22])[CH2:3][O:4][C:5]1[CH:10]=[CH:9][C:8]([N+:11]([O-:13])=[O:12])=[CH:7][C:6]=1[NH:14]C(=O)OC(C)(C)C.N([O-])=O.[Na+].C([O-])(O)=O.[Na+].[N-:32]=[N+:33]=[N-].[Na+]. Given the product [N:14]([C:6]1[CH:7]=[C:8]([N+:11]([O-:13])=[O:12])[CH:9]=[CH:10][C:5]=1[O:4][CH2:3][C:2]([CH3:1])=[CH2:22])=[N+:32]=[N-:33], predict the reactants needed to synthesize it. (4) Given the product [Cl:14][C:15]1[C:20]([C:21]([F:22])([F:23])[F:24])=[C:19]([O:13][CH2:12][C@H:10]2[CH2:11][C@@H:9]2[C:4]2[CH:5]=[CH:6][CH:7]=[CH:8][C:3]=2[O:2][CH3:1])[CH:18]=[CH:17][N:16]=1, predict the reactants needed to synthesize it. The reactants are: [CH3:1][O:2][C:3]1[CH:8]=[CH:7][CH:6]=[CH:5][C:4]=1[C@@H:9]1[CH2:11][C@H:10]1[CH2:12][OH:13].[Cl:14][C:15]1[C:20]([C:21]([F:24])([F:23])[F:22])=[C:19](Cl)[CH:18]=[CH:17][N:16]=1. (5) Given the product [O:18]1[CH:19]=[CH:20][CH:21]=[C:17]1[C:10]1[NH:9][C:8]([NH2:7])=[N:16][C:15]2[C:11]=1[N:12]=[CH:13][N:14]=2, predict the reactants needed to synthesize it. The reactants are: COC1C=C(C=CC=1OC)C[NH:7][C:8]1[NH:9][C:10]([C:17]2[O:18][CH:19]=[CH:20][CH:21]=2)=[C:11]2[C:15]([N:16]=1)=[N:14][CH:13]=[N:12]2.O. (6) Given the product [OH:20][N:19]=[CH:7]/[C:6](/[CH3:9])=[CH:5]/[C@@H:4]1[C@@H:3]([C:10]([O:12][C:13]([CH3:16])([CH3:15])[CH3:14])=[O:11])[C:2]1([CH3:17])[CH3:1], predict the reactants needed to synthesize it. The reactants are: [CH3:1][C:2]1([CH3:17])[C@H:4](/[CH:5]=[C:6](\[CH3:9])/[CH:7]=O)[C@H:3]1[C:10]([O:12][C:13]([CH3:16])([CH3:15])[CH3:14])=[O:11].Cl.[NH2:19][OH:20].N1C=CC=CC=1.O.